From a dataset of Experimentally validated miRNA-target interactions with 360,000+ pairs, plus equal number of negative samples. Binary Classification. Given a miRNA mature sequence and a target amino acid sequence, predict their likelihood of interaction. (1) The miRNA is mmu-miR-141-3p with sequence UAACACUGUCUGGUAAAGAUGG. The protein sequence of the target gene is MSWFSGLLVPKVDERKTAWGERNGQKRPRHANRASGFCAPRYMSCLKNAEPPSPTPAAHTRCPWQDEAFIRRAGPGRGVELGLRSVALGFDDTEVTTPMGTAEVAPDTSPRSGPSCWHRLVQVFQSKQFRSAKLERLYQRYFFQMNQSSLTLLMAVLVLLMAVLLTFHAAPAQPQPAYVALLTCASVLFVVLMVVCNRHSFRQDSMWVVSYVVLGILAAVQVGGALAANPHSPSAGLWCPVFFVYITYTLLPIRMRAAVLSGLGLSTLHLILAWQLNSSDPFLWKQLGANVVLFLCTNAI.... Result: 0 (no interaction). (2) The miRNA is hsa-miR-6716-5p with sequence UGGGAAUGGGGGUAAGGGCC. The protein sequence of the target gene is MAPARARLSPALWVVTAAAAATCVSAGRGEVNLLDTSTIHGDWGWLTYPAHGWDSINEVDESFRPIHTYQVCNVMSPNQNNWLRTNWVPRDGARRVYAEIKFTLRDCNSIPGVLGTCKETFNLHYLESDRDLGASTQESQFLKIDTIAADESFTGADLGVRRLKLNTEVRGVGPLSKRGFYLAFQDIGACLAILSLRIYYKKCPAMVRNLAAFSEAVTGADSSSLVEVRGQCVRHSEERDTPKMYCSAEGEWLVPIGKCVCSAGYEERRDACMACELGFYKSAPGDQLCARCPPHSHSAT.... Result: 0 (no interaction). (3) The miRNA is hsa-miR-4791 with sequence UGGAUAUGAUGACUGAAA. The protein sequence of the target gene is MEKKWKYCAVYYIIQIHFVKGVWEKTVNTEENVYATLGSDVNLTCQTQTVGFFVQMQWSKVTNKIDLIAVYHPQYGFYCAYGRPCESLVTFTETPENGSKWTLHLRNMSCSVSGRYECMLVLYPEGIQTKIYNLLIQTHVTADEWNSNHTIEIEINQTLEIPCFQNSSSKISSEFTYAWSVENSSTDSWVLLSKGIKEDNGTQETLISQNHLISNSTLLKDRVKLGTDYRLHLSPVQIFDDGRKFSCHIRVGPNKILRSSTTVKVFAKPEIPVIVENNSTDVLVERRFTCLLKNVFPKAN.... Result: 0 (no interaction). (4) The miRNA is hsa-miR-5190 with sequence CCAGUGACUGAGCUGGAGCCA. The protein sequence of the target gene is MDVGFSRTTVQTLSRSHCKNIKQKISQWEGRANGISNPEKWCPKDFGVRYNCHQEIRLKKNPIAERKSKNLDVTSRENVGLDINENTKSHDQSENENKKHEYDDTHFFKNESESNWVCSRVKEIESCKEDVLDPETSLPPGNFYTSQILWKKIEALPPDKLLNLALEHCDSSEKELNFRVLDSSYGITKSLENIYSEPEGQECGPSINPLPKPRRTFRYLSESGVTPYKERNCDKKYCENNSCAQSSLASSQEPEPKKYGGKIRGRSKRKSFEFEDIQHFRNRNSQTIREELGRNSGSAL.... Result: 1 (interaction). (5) The miRNA is hsa-miR-203b-3p with sequence UUGAACUGUUAAGAACCACUGGA. The protein sequence of the target gene is MIVADSECRAELKDYLRFAPGGVGDSGPGEEQRESRARRGPRGPSAFIPVEEVLREGAESLEQHLGLEALMSSGRVDNLAVVMGLHPDYFTSFWRLHYLLLHTDGPLASSWRHYIAIMAAARHQCSYLVGSHMAEFLQTGGDPEWLLGLHRAPEKLRKLSEINKLLAHRPWLITKEHIQALLKTGEHTWSLAELIQALVLLTHCHSLSSFVFGCGILPEGDADGSPAPQAPTPPSEQSSPPSRDPLNNSGGFESARDVEALMERMQQLQESLLRDEGTSQEEMESRFELEKSESLLVTPS.... Result: 1 (interaction). (6) The miRNA is mmu-miR-15a-5p with sequence UAGCAGCACAUAAUGGUUUGUG. The protein sequence of the target gene is MAPSPLAWLLRLAAFFHLCTLLPGQHLGMTKCEIMCDKMTSRIPVALLIRYQLNQESCGKRAIVLETTQHRRFCADPKEKWVQDAMKHLDHQAAALTKNGGKFEKRVDNVTPGITLATRGLSPSALTKPESATLEDLALELTTISQEARGTMGTSQEPPAAVTGSSLSTSEAQDAGLTAKPQSIGSFEAADISTTVWPSPAVYQSGSSSWAEEKATESPSTTAPSPQVSTTSPSTPEENVGSEGQPPWVQGQDLSPEKSLGSEEINPVHTDNFQERGPGNTVHPSVAPISSEETPSPELV.... Result: 1 (interaction). (7) The miRNA is hsa-let-7e-3p with sequence CUAUACGGCCUCCUAGCUUUCC. The protein sequence of the target gene is MLGKDYMLAIILVNCDDDLWGDQNLEGETGLPPGWRKIRDAAGTYYWHVPSGSTQWQRPTWELPGAEDPGRGTEGIWELRPPKGRSFSSLDSSLNRSNSLTWYSEDSYVRSLEPGAKCFAVRSLGWVEVPEEDLAPGKSSIAVNNCIQQLAQTRNRSQPHDGTWGEGQNMLMILKKDAMSLLNPLDHSLIHCQPLVHIRVWGVGSSKGRDRDFAFVAGDKDSCMLKCHVFHCDVPAKAIASALQGLCAQILSERVGVSGEAACCSPDPISPEDLPRQVELLDAVSQAAQKYEALYMGILP.... Result: 0 (no interaction). (8) Result: 0 (no interaction). The miRNA is dme-miR-315-5p with sequence UUUUGAUUGUUGCUCAGAAAGC. The protein sequence of the target gene is MEELTAFVSKSFDQKSKDGNGGGGGGGGKKDSITYREVLESGLARSRELGTSDSSLQDITEGGGHCPVHLFKDHVDNDKEKLKEFGTARVAEGIYECKEKREDVKSEDEDGQTKLKQRRSRTNFTLEQLNELERLFDETHYPDAFMREELSQRLGLSEARVQVWFQNRRAKCRKQENQMHKGVILGTANHLDACRVAPYVNMGALRMPFQQVQAQLQLEGVAHAHPHLHPHLAAHAPYLMFPPPPFGLPIASLAESASAAAVVAAAAKSNSKNSSIADLRLKARKHAEALGL.